This data is from Full USPTO retrosynthesis dataset with 1.9M reactions from patents (1976-2016). The task is: Predict the reactants needed to synthesize the given product. (1) Given the product [N:58]1[CH:63]=[CH:62][C:61]([N:64]2[CH2:65][CH2:66][N:67]([C:22]([C:21]3[CH:20]=[CH:19][C:18]([C:15]4[CH:16]=[CH:17][C:12]5[N:13]([C:9]([C:6]6[CH:7]=[CH:8][C:3]([C:1]#[N:2])=[CH:4][CH:5]=6)=[CH:10][N:11]=5)[CH:14]=4)=[CH:26][CH:25]=3)=[O:23])[CH2:68][CH2:69]2)=[CH:60][CH:59]=1, predict the reactants needed to synthesize it. The reactants are: [C:1]([C:3]1[CH:8]=[CH:7][C:6]([C:9]2[N:13]3[CH:14]=[C:15]([C:18]4[CH:26]=[CH:25][C:21]([C:22](O)=[O:23])=[CH:20][CH:19]=4)[CH:16]=[CH:17][C:12]3=[N:11][CH:10]=2)=[CH:5][CH:4]=1)#[N:2].CN(C(ON1N=NC2C=CC=NC1=2)=[N+](C)C)C.F[P-](F)(F)(F)(F)F.CN1CCOCC1.[N:58]1[CH:63]=[CH:62][C:61]([N:64]2[CH2:69][CH2:68][NH:67][CH2:66][CH2:65]2)=[CH:60][CH:59]=1. (2) Given the product [Cl:1][C:2]1[S:6][C:5]([C:7]([O:9][CH3:10])=[O:8])=[CH:4][C:3]=1[C:11]1[N:15]([CH2:16][CH3:17])[N:14]=[CH:13][C:12]=1[Cl:25], predict the reactants needed to synthesize it. The reactants are: [Cl:1][C:2]1[S:6][C:5]([C:7]([O:9][CH3:10])=[O:8])=[CH:4][C:3]=1[C:11]1[N:15]([CH2:16][CH3:17])[N:14]=[CH:13][CH:12]=1.C1C(=O)N([Cl:25])C(=O)C1. (3) The reactants are: CC1C=C(P(C2C=C(C)C=C(C)C=2)C2C=CC3OCOC=3C=2C2C3OCOC=3C=CC=2P(C2C=C(C)C=C(C)C=2)C2C=C(C)C=C(C)C=2)C=C(C)C=1.[C:53]([O-:56])(=[O:55])[CH3:54].[NH4+:57].[C:58]([O:64][CH3:65])(=[O:63])[CH2:59][C:60]([CH3:62])=O.CO. Given the product [C:53]([OH:56])(=[O:55])[CH3:54].[NH2:57][C@H:60]([CH3:62])[CH2:59][C:58]([O:64][CH3:65])=[O:63], predict the reactants needed to synthesize it. (4) Given the product [C:25]([NH:29][S:30]([C:33]1[CH:34]=[CH:35][CH:36]=[C:37]([C:22]2[N:21]=[CH:20][N:19]([C:11]3[N:12]=[C:13]([C:15]([F:18])([F:17])[F:16])[CH:14]=[C:9]([C:4]4[CH:5]=[CH:6][C:7]([F:8])=[C:2]([F:1])[CH:3]=4)[N:10]=3)[CH:23]=2)[CH:38]=1)(=[O:32])=[O:31])([CH3:28])([CH3:26])[CH3:27], predict the reactants needed to synthesize it. The reactants are: [F:1][C:2]1[CH:3]=[C:4]([C:9]2[CH:14]=[C:13]([C:15]([F:18])([F:17])[F:16])[N:12]=[C:11]([N:19]3[CH:23]=[C:22](I)[N:21]=[CH:20]3)[N:10]=2)[CH:5]=[CH:6][C:7]=1[F:8].[C:25]([NH:29][S:30]([C:33]1[CH:34]=[C:35](B(O)O)[CH:36]=[CH:37][CH:38]=1)(=[O:32])=[O:31])([CH3:28])([CH3:27])[CH3:26].